Dataset: Reaction yield outcomes from USPTO patents with 853,638 reactions. Task: Predict the reaction yield, written as a fraction of the theoretical maximum amount of product (1.0 means a 100% yield; for example, 0.34 means a 34% yield). (1) The reactants are Cl.[CH:2]1[C:11]2[C:6](=[CH:7][CH:8]=[CH:9][CH:10]=2)[CH:5]=[CH:4][C:3]=1[CH2:12][N:13]1[C:21]2[C:20](=[O:22])[NH:19][C:18]([NH2:23])=[N:17][C:16]=2[N:15]=[CH:14]1.[CH:24]1[C:33]2[C:28](=[CH:29][CH:30]=[CH:31][CH:32]=2)[CH:27]=[CH:26][C:25]=1[CH2:34]Br. The catalyst is CN(C)C(=O)C. The product is [NH2:23][C:18]1[N:17]([CH2:34][C:25]2[CH:26]=[CH:27][C:28]3[C:33](=[CH:32][CH:31]=[CH:30][CH:29]=3)[CH:24]=2)[C:16]2[N:15]=[CH:14][N:13]([CH2:12][C:3]3[CH:4]=[CH:5][C:6]4[C:11](=[CH:10][CH:9]=[CH:8][CH:7]=4)[CH:2]=3)[C:21]=2[C:20](=[O:22])[N:19]=1. The yield is 0.420. (2) The reactants are I[CH2:2][C@@H:3]([CH3:18])[CH2:4][N:5]1[C:10]2[CH:11]=[C:12]([O:15][CH3:16])[CH:13]=[CH:14][C:9]=2[O:8][CH2:7][C:6]1=[O:17].[CH2:19]([CH:23]1[CH2:29][CH:28]2[NH:30][CH:25]([CH2:26][CH2:27]2)[CH2:24]1)[CH2:20][CH2:21][CH3:22]. The catalyst is CCCCCCC.CCOC(C)=O. The product is [CH2:19]([CH:23]1[CH2:24][CH:25]2[N:30]([CH2:2][C@@H:3]([CH3:18])[CH2:4][N:5]3[C:10]4[CH:11]=[C:12]([O:15][CH3:16])[CH:13]=[CH:14][C:9]=4[O:8][CH2:7][C:6]3=[O:17])[CH:28]([CH2:27][CH2:26]2)[CH2:29]1)[CH2:20][CH2:21][CH3:22]. The yield is 0.610. (3) The reactants are [CH3:1][C:2]1[CH:6]=[C:5]([C:7]([OH:9])=O)[N:4]([C:10]2[CH:15]=[CH:14][CH:13]=[CH:12][CH:11]=2)[N:3]=1.CN(C)C=O.C(Cl)(=O)C(Cl)=O.[NH2:27][C:28]1[CH:29]=[C:30]([CH:47]=[CH:48][CH:49]=1)[O:31][C:32]1[CH:33]=[CH:34][C:35]2[N:36]([CH:38]=[C:39]([NH:41][C:42]([CH:44]3[CH2:46][CH2:45]3)=[O:43])[N:40]=2)[N:37]=1. The catalyst is CN(C)C(=O)C.O1CCCC1. The product is [CH:44]1([C:42]([NH:41][C:39]2[N:40]=[C:35]3[CH:34]=[CH:33][C:32]([O:31][C:30]4[CH:29]=[C:28]([NH:27][C:7]([C:5]5[N:4]([C:10]6[CH:15]=[CH:14][CH:13]=[CH:12][CH:11]=6)[N:3]=[C:2]([CH3:1])[CH:6]=5)=[O:9])[CH:49]=[CH:48][CH:47]=4)=[N:37][N:36]3[CH:38]=2)=[O:43])[CH2:45][CH2:46]1. The yield is 0.710. (4) The reactants are [Cl:1][C:2]1[CH:3]=[C:4]([C:9]2[CH:10]=[C:11]([S:15]([NH:18][C:19]3[CH:27]=[CH:26][C:22]([C:23](O)=[O:24])=[CH:21][C:20]=3[S:28](=[O:31])(=[O:30])[NH2:29])(=[O:17])=[O:16])[CH:12]=[CH:13][CH:14]=2)[CH:5]=[CH:6][C:7]=1[Cl:8].C(N1C=CN=C1)([N:34]1C=CN=C1)=O.N.Cl. The catalyst is CN(C=O)C. The product is [Cl:1][C:2]1[CH:3]=[C:4]([C:9]2[CH:10]=[C:11]([S:15]([NH:18][C:19]3[CH:27]=[CH:26][C:22]([C:23]([NH2:34])=[O:24])=[CH:21][C:20]=3[S:28](=[O:31])(=[O:30])[NH2:29])(=[O:17])=[O:16])[CH:12]=[CH:13][CH:14]=2)[CH:5]=[CH:6][C:7]=1[Cl:8]. The yield is 0.0700. (5) The reactants are ClC(OC1C=CC=CC=1)=O.[F:11][C:12]([F:22])([F:21])[CH2:13][N:14]1[CH2:19][CH2:18][CH:17]([NH2:20])[CH2:16][CH2:15]1.N1(CCC2C=CC(N3CCC(N[C:43]([N:45]4[CH2:50][CH2:49][C:48](=[CH:51][C:52]5[CH:57]=[C:56]([F:58])[CH:55]=[CH:54][C:53]=5[F:59])[CH2:47][CH2:46]4)=[O:44])CC3)=CC=2)C=CN=N1.CCN(CC)CC. The catalyst is C(#N)C.CC(N(C)C)=O.O. The product is [F:59][C:53]1[CH:54]=[CH:55][C:56]([F:58])=[CH:57][C:52]=1[CH:51]=[C:48]1[CH2:49][CH2:50][N:45]([C:43]([NH:20][CH:17]2[CH2:18][CH2:19][N:14]([CH2:13][C:12]([F:11])([F:21])[F:22])[CH2:15][CH2:16]2)=[O:44])[CH2:46][CH2:47]1. The yield is 0.170. (6) The reactants are [N+:1]([C:4]1[CH:5]=[C:6]([CH:9]=[CH:10][C:11]=1[NH:12][CH2:13][CH2:14][CH2:15][C:16]([F:19])([F:18])[F:17])[C:7]#[N:8])([O-])=O. The catalyst is CO.[Pd]. The product is [NH2:1][C:4]1[CH:5]=[C:6]([CH:9]=[CH:10][C:11]=1[NH:12][CH2:13][CH2:14][CH2:15][C:16]([F:17])([F:18])[F:19])[C:7]#[N:8]. The yield is 0.950.